This data is from Reaction yield outcomes from USPTO patents with 853,638 reactions. The task is: Predict the reaction yield, written as a fraction of the theoretical maximum amount of product (1.0 means a 100% yield; for example, 0.34 means a 34% yield). The reactants are [CH:1]([N:4]1[C:8]([C:9]2[N:18]=[C:17]3[N:11]([CH2:12][CH2:13][O:14][C:15]4[CH:22]=[C:21](O)[N:20]=[CH:19][C:16]=43)[CH:10]=2)=[N:7][C:6](C)=[N:5]1)([CH3:3])[CH3:2].[CH3:25][O:26][C@H:27]1[CH2:31][CH2:30][NH:29][C@@H:28]1[C:32]([NH2:34])=[O:33]. The catalyst is C(N(CC)CC)C. The product is [CH:1]([N:4]1[C:8]([C:9]2[N:18]=[C:17]3[C:16]4[CH:19]=[N:20][C:21]([N:29]5[CH2:30][CH2:31][C@H:27]([O:26][CH3:25])[C@H:28]5[C:32]([NH2:34])=[O:33])=[CH:22][C:15]=4[O:14][CH2:13][CH2:12][N:11]3[CH:10]=2)=[N:7][CH:6]=[N:5]1)([CH3:2])[CH3:3]. The yield is 0.270.